Predict the product of the given reaction. From a dataset of Forward reaction prediction with 1.9M reactions from USPTO patents (1976-2016). (1) Given the reactants [Cl:1][C:2]1[NH:11][C:10]2[C:9](=[O:12])[N:7]([CH3:8])[C:6](=[O:13])[N:5]([CH3:14])[C:4]=2[N:3]=1.[Cl:15][C:16]1[CH:23]=[CH:22][CH:21]=[CH:20][C:17]=1[CH2:18]Cl, predict the reaction product. The product is: [Cl:1][C:2]1[N:11]([CH2:18][C:17]2[CH:20]=[CH:21][CH:22]=[CH:23][C:16]=2[Cl:15])[C:10]2[C:9](=[O:12])[N:7]([CH3:8])[C:6](=[O:13])[N:5]([CH3:14])[C:4]=2[N:3]=1. (2) The product is: [ClH:39].[NH2:23][C@@H:19]1[CH2:20][CH2:21][CH2:22][N:17]([C:3]2[C:2]([Br:1])=[CH:7][N:6]=[C:5]3[NH:8][CH:9]=[C:10]([NH:11][C:12]([NH:14][CH2:15][CH3:16])=[O:13])[C:4]=23)[CH2:18]1. Given the reactants [Br:1][C:2]1[C:3]([N:17]2[CH2:22][CH2:21][CH2:20][C@@H:19]([NH:23]C(=O)OC(C)(C)C)[CH2:18]2)=[C:4]2[C:10]([NH:11][C:12]([NH:14][CH2:15][CH3:16])=[O:13])=[CH:9][NH:8][C:5]2=[N:6][CH:7]=1.C(O)(C(F)(F)F)=O.C(Cl)[Cl:39], predict the reaction product. (3) Given the reactants [CH3:1][O:2][C:3]([CH2:5][C@H:6]1[CH2:9][C@H:8]([O:10]C(=O)C2C=CC([N+]([O-])=O)=CC=2)[CH2:7]1)=[O:4].O.C1COCC1.C([O-])([O-])=O.[K+].[K+], predict the reaction product. The product is: [CH3:1][O:2][C:3](=[O:4])[CH2:5][C@H:6]1[CH2:9][C@H:8]([OH:10])[CH2:7]1. (4) Given the reactants Cl.[F:2][CH2:3][C:4]([C:8]1[O:12][N:11]=[C:10]([NH:13][C:14](=[O:38])[NH:15][C:16]2[CH:21]=[CH:20][C:19]([NH:22][C:23](=[O:37])[C:24]3[CH:29]=[CH:28][C:27]([O:30][CH:31]4[CH2:36][CH2:35][NH:34][CH2:33][CH2:32]4)=[CH:26][N:25]=3)=[CH:18][CH:17]=2)[CH:9]=1)([CH3:7])[CH2:5][F:6].Cl.[C:40](C1ON=C(NC(=O)NC2C=CC(NC(=O)C3C=C(OC4CCNCC4)C=CN=3)=CC=2)C=1)(C)(C)[CH3:41], predict the reaction product. The product is: [F:2][CH2:3][C:4]([C:8]1[O:12][N:11]=[C:10]([NH:13][C:14](=[O:38])[NH:15][C:16]2[CH:17]=[CH:18][C:19]([NH:22][C:23](=[O:37])[C:24]3[CH:29]=[CH:28][C:27]([O:30][CH:31]4[CH2:32][CH2:33][N:34]([CH2:40][CH3:41])[CH2:35][CH2:36]4)=[CH:26][N:25]=3)=[CH:20][CH:21]=2)[CH:9]=1)([CH3:7])[CH2:5][F:6]. (5) Given the reactants BrCCCC(Cl)=O.COC1C=C(C2C=C(N)NN=2)C=CC=1.C(N(C(C)C)CC)(C)C.Br[CH2:32][CH2:33][CH2:34][C:35]([NH:37][C:38]1[CH:42]=[C:41]([C:43]2[CH:48]=[CH:47][CH:46]=[C:45]([O:49][CH3:50])[CH:44]=2)[NH:40][N:39]=1)=[O:36].[NH:51]1[CH2:56][CH2:55][O:54][CH2:53][CH2:52]1, predict the reaction product. The product is: [CH3:50][O:49][C:45]1[CH:44]=[C:43]([C:41]2[NH:40][N:39]=[C:38]([NH:37][C:35](=[O:36])[CH2:34][CH2:33][CH2:32][N:51]3[CH2:56][CH2:55][O:54][CH2:53][CH2:52]3)[CH:42]=2)[CH:48]=[CH:47][CH:46]=1.